This data is from Reaction yield outcomes from USPTO patents with 853,638 reactions. The task is: Predict the reaction yield, written as a fraction of the theoretical maximum amount of product (1.0 means a 100% yield; for example, 0.34 means a 34% yield). The reactants are [F:1][C:2]1[CH:3]=[C:4]([OH:9])[CH:5]=[C:6]([F:8])[CH:7]=1.C(=O)([O-])[O-].[K+].[K+].I[CH:17]([CH3:19])[CH3:18]. The catalyst is CN(C=O)C.CCOC(C)=O. The product is [F:1][C:2]1[CH:3]=[C:4]([O:9][CH:17]([CH3:19])[CH3:18])[CH:5]=[C:6]([F:8])[CH:7]=1. The yield is 0.880.